This data is from Catalyst prediction with 721,799 reactions and 888 catalyst types from USPTO. The task is: Predict which catalyst facilitates the given reaction. (1) Reactant: C([O:3][C:4]([C:6]1[O:10][N:9]=[C:8]([CH2:11][CH2:12][F:13])[CH:7]=1)=[O:5])C.[Li+].[OH-]. Product: [F:13][CH2:12][CH2:11][C:8]1[CH:7]=[C:6]([C:4]([OH:5])=[O:3])[O:10][N:9]=1. The catalyst class is: 87. (2) Reactant: C([O:8][C:9]1[C:14]([F:15])=[CH:13][CH:12]=[C:11]([F:16])[N:10]=1)C1C=CC=CC=1. Product: [F:15][C:14]1[C:9]([OH:8])=[N:10][C:11]([F:16])=[CH:12][CH:13]=1. The catalyst class is: 19.